From a dataset of Full USPTO retrosynthesis dataset with 1.9M reactions from patents (1976-2016). Predict the reactants needed to synthesize the given product. (1) Given the product [C:1]([N:8]1[CH2:9][CH:10]2[CH:14]([CH2:13][N:12]([C:23]3[CH:24]=[CH:25][C:26]4[C:27]5[C:19](=[CH:18][C:17]([Br:16])=[CH:29][CH:28]=5)[C:20](=[O:31])[C:21]=4[CH:22]=3)[CH2:11]2)[CH2:15]1)([O:3][C:4]([CH3:7])([CH3:6])[CH3:5])=[O:2], predict the reactants needed to synthesize it. The reactants are: [C:1]([N:8]1[CH2:15][CH:14]2[CH:10]([CH2:11][NH:12][CH2:13]2)[CH2:9]1)([O:3][C:4]([CH3:7])([CH3:6])[CH3:5])=[O:2].[Br:16][C:17]1[CH:29]=[CH:28][C:27]2[C:26]3[C:21](=[CH:22][C:23](Br)=[CH:24][CH:25]=3)[C:20](=[O:31])[C:19]=2[CH:18]=1.CC(C)([O-])C.[Na+]. (2) Given the product [CH2:1]([O:8][C:9]1[C:14]([N+:15]([O-:17])=[O:16])=[CH:13][N:12]=[C:11]([O:19][CH2:20][C@@H:21]([NH:23][C:24](=[O:30])[O:25][C:26]([CH3:29])([CH3:28])[CH3:27])[CH3:22])[N:10]=1)[C:2]1[CH:7]=[CH:6][CH:5]=[CH:4][CH:3]=1, predict the reactants needed to synthesize it. The reactants are: [CH2:1]([O:8][C:9]1[C:14]([N+:15]([O-:17])=[O:16])=[CH:13][N:12]=[C:11](Cl)[N:10]=1)[C:2]1[CH:7]=[CH:6][CH:5]=[CH:4][CH:3]=1.[OH:19][CH2:20][C@@H:21]([NH:23][C:24](=[O:30])[O:25][C:26]([CH3:29])([CH3:28])[CH3:27])[CH3:22].P([O-])([O-])([O-])=O.[K+].[K+].[K+].C(#N)CC. (3) Given the product [CH3:16][C:17]1[C:21]([C:22]2[CH:23]=[C:24]([C:12]3[C:7]([C:1]4[CH:6]=[CH:5][CH:4]=[CH:3][CH:2]=4)=[N:8][CH:9]=[CH:10][CH:11]=3)[C:25]3[N:29]=[C:28]([NH:30][S:31]([CH3:34])(=[O:32])=[O:33])[NH:27][C:26]=3[CH:35]=2)=[C:20]([CH3:47])[O:19][N:18]=1, predict the reactants needed to synthesize it. The reactants are: [C:1]1([C:7]2[C:12](B(O)O)=[CH:11][CH:10]=[CH:9][N:8]=2)[CH:6]=[CH:5][CH:4]=[CH:3][CH:2]=1.[CH3:16][C:17]1[C:21]([C:22]2[CH:23]=[C:24](C3C(C)=CC=C4C=3C=CC=N4)[C:25]3[N:29]=[C:28]([NH:30][S:31]([CH3:34])(=[O:33])=[O:32])[NH:27][C:26]=3[CH:35]=2)=[C:20]([CH3:47])[O:19][N:18]=1. (4) Given the product [Cl:19][C:13]1[C:14]([Cl:18])=[CH:15][CH:16]=[CH:17][C:12]=1[S:9]([NH:8][C:5]1[C:4]([O:20][CH2:21][C:22]2[CH:23]=[N:24][CH:25]=[CH:26][CH:27]=2)=[N:3][C:2]([C:28]#[N:29])=[CH:7][N:6]=1)(=[O:11])=[O:10], predict the reactants needed to synthesize it. The reactants are: Br[C:2]1[N:3]=[C:4]([O:20][CH2:21][C:22]2[CH:23]=[N:24][CH:25]=[CH:26][CH:27]=2)[C:5]([NH:8][S:9]([C:12]2[CH:17]=[CH:16][CH:15]=[C:14]([Cl:18])[C:13]=2[Cl:19])(=[O:11])=[O:10])=[N:6][CH:7]=1.[CH3:28][N:29](C)C=O. (5) Given the product [CH3:1][C:2]1[C:7]([NH:8][C:9]([C:11]2[CH:12]=[CH:13][C:14]3[C@:20]4([CH2:30][C:31]5[CH:36]=[CH:35][CH:34]=[CH:33][CH:32]=5)[CH2:21][CH2:22][C@:23]([OH:29])([C:25]([F:28])([F:26])[F:27])[CH2:24][C@H:19]4[CH2:18][CH2:17][C:16](=[O:37])[C:15]=3[CH:38]=2)=[O:10])=[CH:6][CH:5]=[CH:4][N:3]=1, predict the reactants needed to synthesize it. The reactants are: [CH3:1][C:2]1[C:7]([NH:8][C:9]([C:11]2[CH:12]=[CH:13][C:14]3[C@:20]4([CH2:30][C:31]5[CH:36]=[CH:35][CH:34]=[CH:33][CH:32]=5)[CH2:21][CH2:22][C@:23]([OH:29])([C:25]([F:28])([F:27])[F:26])[CH2:24][C@H:19]4[CH:18]=[CH:17][C:16](=[O:37])[C:15]=3[CH:38]=2)=[O:10])=[CH:6][CH:5]=[CH:4][N:3]=1.CCOC(C)=O. (6) Given the product [CH3:15][N:16]([CH2:17][CH2:18][CH2:19][CH2:20][C:21]1[CH:26]=[CH:25][CH:24]=[CH:23][CH:22]=1)[CH2:3][CH:2]([C:4]1[O:5][C:6]([C:9]2[CH:14]=[CH:13][CH:12]=[CH:11][N:10]=2)=[CH:7][N:8]=1)[OH:1], predict the reactants needed to synthesize it. The reactants are: [O:1]1[CH2:3][CH:2]1[C:4]1[O:5][C:6]([C:9]2[CH:14]=[CH:13][CH:12]=[CH:11][N:10]=2)=[CH:7][N:8]=1.[CH3:15][NH:16][CH2:17][CH2:18][CH2:19][CH2:20][C:21]1[CH:26]=[CH:25][CH:24]=[CH:23][CH:22]=1. (7) Given the product [Br:1][C:2]1[C:17]([Cl:18])=[CH:16][C:5]([O:6][C:7]2[C:8]([C:9]([N:59]3[C:60]4[C:65](=[CH:64][CH:63]=[CH:62][CH:61]=4)[N:56]([CH:53]4[CH2:55][CH2:54]4)[CH2:57][CH2:58]3)=[O:11])=[CH:12][CH:13]=[CH:14][N:15]=2)=[C:4]([Cl:19])[CH:3]=1, predict the reactants needed to synthesize it. The reactants are: [Br:1][C:2]1[C:17]([Cl:18])=[CH:16][C:5]([O:6][C:7]2[N:15]=[CH:14][CH:13]=[CH:12][C:8]=2[C:9]([OH:11])=O)=[C:4]([Cl:19])[CH:3]=1.C(N(C(C)C)C(C)C)C.CN(C(ON1N=NC2C=CC=NC1=2)=[N+](C)C)C.F[P-](F)(F)(F)(F)F.[CH:53]1([N:56]2[C:65]3[C:60](=[CH:61][CH:62]=[CH:63][CH:64]=3)[NH:59][CH2:58][CH2:57]2)[CH2:55][CH2:54]1.C([O-])(O)=O.[Na+].